Dataset: Full USPTO retrosynthesis dataset with 1.9M reactions from patents (1976-2016). Task: Predict the reactants needed to synthesize the given product. (1) Given the product [NH2:15][C:10]1[O:11][CH2:12][C@H:13]([F:14])[C@:8]([C:6]2[CH:7]=[C:2]([NH:1][C:24]([C:20]3[C:19]([Cl:18])=[CH:23][NH:22][N:21]=3)=[O:25])[CH:3]=[CH:4][C:5]=2[F:17])([CH3:16])[N:9]=1, predict the reactants needed to synthesize it. The reactants are: [NH2:1][C:2]1[CH:3]=[CH:4][C:5]([F:17])=[C:6]([C@:8]2([CH3:16])[C@@H:13]([F:14])[CH2:12][O:11][C:10]([NH2:15])=[N:9]2)[CH:7]=1.[Cl:18][C:19]1[C:20]([C:24](O)=[O:25])=[N:21][NH:22][CH:23]=1. (2) Given the product [Cl:32][C:11]1[C:12]2[N:13]([CH:15]=[CH:16][N:17]=2)[CH:14]=[C:9]([C:3]2[CH:4]=[CH:5][C:6]([Cl:8])=[CH:7][C:2]=2[Cl:1])[N:10]=1, predict the reactants needed to synthesize it. The reactants are: [Cl:1][C:2]1[CH:7]=[C:6]([Cl:8])[CH:5]=[CH:4][C:3]=1[C:9]1[NH:10][C:11](=O)[C:12]2[N:13]([CH:15]=[CH:16][N:17]=2)[CH:14]=1.C(=O)(O)[O-].[Na+].C(OCC)(=O)C.P(Cl)(Cl)([Cl:32])=O. (3) Given the product [F:64][C:65]([F:75])([F:74])[C:66]1[N:67]=[CH:68][C:2]([C@@H:1]([OH:5])[CH2:3][OH:27])=[CH:70][CH:71]=1, predict the reactants needed to synthesize it. The reactants are: [C:1]([OH:5])(C)([CH3:3])[CH3:2].CC[C@@H]1[C@@H]2C[C@H]([C@@H](OC3C4C(=CC=CC=4)C(O[C@@H](C4C=CN=C5C=4C=C(OC)C=C5)[C@@H]4N5C[C@H](CC)[C@@H](CC5)C4)=NN=3)C3C=CN=C4C=3C=C([O:27]C)C=C4)N(CC2)C1.[F:64][C:65]([F:75])([F:74])[C:66]1[CH:71]=[CH:70]C(C=C)=[CH:68][N:67]=1.S([O-])([O-])=O.[Na+].[Na+]. (4) Given the product [CH3:13][O:14][C:15]1[CH:22]=[CH:21][C:18]([CH2:19][NH:1][C@@H:2]([C:7]2[CH:12]=[CH:11][CH:10]=[CH:9][CH:8]=2)[C:3]([O:5][CH3:6])=[O:4])=[CH:17][CH:16]=1, predict the reactants needed to synthesize it. The reactants are: [NH2:1][C@@H:2]([C:7]1[CH:12]=[CH:11][CH:10]=[CH:9][CH:8]=1)[C:3]([O:5][CH3:6])=[O:4].[CH3:13][O:14][C:15]1[CH:22]=[CH:21][C:18]([CH:19]=O)=[CH:17][CH:16]=1.CC(O)=O.[BH4-].[Na+]. (5) Given the product [Cl:39][C:37]1[CH:36]=[CH:35][C:34]([F:40])=[C:33]([C:31]([CH:28]2[CH2:29][CH2:30][N:25]([C:20]3[N:21]=[C:22]4[CH2:23][CH2:24][NH:15][CH2:16][C:17]4=[N:18][C:19]=3[NH:41][CH:42]([CH3:44])[CH3:43])[CH2:26][CH2:27]2)=[O:32])[CH:38]=1.[C:2]([OH:3])([C:4]([F:7])([F:6])[F:5])=[O:1], predict the reactants needed to synthesize it. The reactants are: [OH:1][C:2]([C:4]([F:7])([F:6])[F:5])=[O:3].C([N:15]1[CH2:24][CH2:23][C:22]2[C:17](=[N:18][C:19]([NH:41][CH:42]([CH3:44])[CH3:43])=[C:20]([N:25]3[CH2:30][CH2:29][CH:28]([C:31]([C:33]4[CH:38]=[C:37]([Cl:39])[CH:36]=[CH:35][C:34]=4[F:40])=[O:32])[CH2:27][CH2:26]3)[N:21]=2)[CH2:16]1)C1C=CC=CC=1. (6) Given the product [ClH:7].[NH2:26][CH2:25][CH2:24][N:23]1[C:18]([C:11]2[CH:12]=[CH:13][C:14]([O:16][CH3:17])=[CH:15][C:10]=2[O:9][CH3:8])=[CH:19][C:20](=[O:35])[NH:21][C:22]1=[S:34], predict the reactants needed to synthesize it. The reactants are: CCO.C([Cl:7])(=O)C.[CH3:8][O:9][C:10]1[CH:15]=[C:14]([O:16][CH3:17])[CH:13]=[CH:12][C:11]=1[C:18]1[N:23]([CH2:24][CH2:25][NH:26]C(=O)OC(C)(C)C)[C:22](=[S:34])[NH:21][C:20](=[O:35])[CH:19]=1.